Dataset: Peptide-MHC class I binding affinity with 185,985 pairs from IEDB/IMGT. Task: Regression. Given a peptide amino acid sequence and an MHC pseudo amino acid sequence, predict their binding affinity value. This is MHC class I binding data. (1) The peptide sequence is TVANNPDDK. The MHC is HLA-A11:01 with pseudo-sequence HLA-A11:01. The binding affinity (normalized) is 0.324. (2) The peptide sequence is PPRARDRAL. The binding affinity (normalized) is 0.778. The MHC is HLA-B07:02 with pseudo-sequence HLA-B07:02. (3) The binding affinity (normalized) is 0.0847. The MHC is HLA-B08:02 with pseudo-sequence HLA-B08:02. The peptide sequence is LYDYKENRF. (4) The peptide sequence is DYAMHGTVF. The MHC is HLA-A24:03 with pseudo-sequence HLA-A24:03. The binding affinity (normalized) is 0.282. (5) The peptide sequence is ESDPEGALW. The MHC is HLA-A01:01 with pseudo-sequence HLA-A01:01. The binding affinity (normalized) is 0.493. (6) The peptide sequence is AVFIHNFKRK. The MHC is HLA-B44:02 with pseudo-sequence HLA-B44:02. The binding affinity (normalized) is 0.